Predict the reactants needed to synthesize the given product. From a dataset of Full USPTO retrosynthesis dataset with 1.9M reactions from patents (1976-2016). (1) Given the product [C:38]([C:40]1[N:12]=[CH:11][CH:10]=[C:9]2[C:4]=1[CH:5]=[C:6]([C:28]1[CH:29]=[CH:30][CH:31]=[CH:32][CH:33]=1)[C:7]([C:13]1[CH:14]=[CH:15][C:16]([CH2:17][NH:18][C:19](=[O:25])[O:20][C:21]([CH3:24])([CH3:23])[CH3:22])=[CH:26][CH:27]=1)=[N:8]2)(=[O:39])[CH3:37], predict the reactants needed to synthesize it. The reactants are: C(C1[N:12]=[CH:11][CH:10]=[C:9]2[C:4]=1[CH:5]=[C:6]([C:28]1[CH:33]=[CH:32][CH:31]=[CH:30][CH:29]=1)[C:7]([C:13]1[CH:27]=[CH:26][C:16]([CH2:17][NH:18][C:19](=[O:25])[O:20][C:21]([CH3:24])([CH3:23])[CH3:22])=[CH:15][CH:14]=1)=[N:8]2)#N.C(=O)=O.[CH3:37][C:38]([CH3:40])=[O:39].C[Mg]Br. (2) Given the product [Cl:1][C:2]1[CH:3]=[CH:4][C:5]([N:8]2[C:16]([CH:17]([CH:29]3[CH2:30][CH2:31][CH2:32][CH2:33][CH2:34]3)[O:27][CH2:28][C:12]3[CH:11]=[CH:10][C:48]([C:47]4[N:37]=[N:38][NH:39][N:44]=4)=[CH:14][C:13]=3[F:35])=[C:15]3[C:10]([CH:11]=[C:12]([F:36])[C:13]([F:35])=[CH:14]3)=[N:9]2)=[CH:6][CH:7]=1, predict the reactants needed to synthesize it. The reactants are: [Cl:1][C:2]1[CH:7]=[CH:6][C:5]([N:8]2[C:16]([C:17]([CH:29]3[CH2:34][CH2:33][CH2:32][CH2:31][CH2:30]3)([O:27][CH3:28])C3C=CC(C#N)=CC=3F)=[C:15]3[C:10]([CH:11]=[C:12]([F:36])[C:13]([F:35])=[CH:14]3)=[N:9]2)=[CH:4][CH:3]=1.[N-:37]=[N+:38]=[N-:39].[Na+].Cl.C([N:44]([CH2:47][CH3:48])CC)C. (3) Given the product [CH:6]([C:5]1[CH:8]=[CH:9][C:2]([NH:14][S:11]([CH3:10])(=[O:13])=[O:12])=[CH:3][CH:4]=1)=[O:7], predict the reactants needed to synthesize it. The reactants are: Br[C:2]1[CH:9]=[CH:8][C:5]([CH:6]=[O:7])=[CH:4][CH:3]=1.[CH3:10][S:11]([NH2:14])(=[O:13])=[O:12].CN(C)CC(O)=O.[O-]P([O-])([O-])=O.[K+].[K+].[K+]. (4) Given the product [Br:1][C:2]1[CH:7]=[CH:6][C:5]([S:8]([N:15]=[N+:16]=[N-:17])(=[O:10])=[O:9])=[C:4]([CH2:12][CH2:13][CH3:14])[CH:3]=1, predict the reactants needed to synthesize it. The reactants are: [Br:1][C:2]1[CH:7]=[CH:6][C:5]([S:8](Cl)(=[O:10])=[O:9])=[C:4]([CH2:12][CH2:13][CH3:14])[CH:3]=1.[N-:15]=[N+:16]=[N-:17].[Na+]. (5) The reactants are: [Cl:1][C:2]1[C:7]([Cl:8])=[C:6]([Cl:9])[N:5]=[C:4]([C:10]([O:12]C)=[O:11])[CH:3]=1.[OH-].[Na+]. Given the product [Cl:1][C:2]1[C:7]([Cl:8])=[C:6]([Cl:9])[N:5]=[C:4]([C:10]([OH:12])=[O:11])[CH:3]=1, predict the reactants needed to synthesize it. (6) Given the product [CH3:19][O:18][C:17]1[CH:20]=[CH:21][C:13]([CH2:12][N:7]2[C:8]3[C:4](=[CH:3][C:2]([CH3:1])=[CH:10][CH:9]=3)[CH2:5][CH2:6]2)=[CH:14][C:15]=1[OH:16], predict the reactants needed to synthesize it. The reactants are: [CH3:1][C:2]1[CH:3]=[C:4]2[C:8](=[CH:9][CH:10]=1)[NH:7][CH2:6][CH2:5]2.O=[CH:12][C:13]1[CH:21]=[CH:20][C:17]([O:18][CH3:19])=[C:15]([OH:16])[CH:14]=1.C(O[BH-](OC(=O)C)OC(=O)C)(=O)C.[Na+]. (7) Given the product [F:24][CH:22]([CH3:23])[CH2:21][O:20][C:15]1[C:14]([NH:13][C:12]2[C:7]3[C:6]([CH3:26])=[C:5]([C:3]([OH:4])=[O:2])[S:25][C:8]=3[N:9]=[CH:10][N:11]=2)=[CH:19][CH:18]=[CH:17][N:16]=1, predict the reactants needed to synthesize it. The reactants are: C[O:2][C:3]([C:5]1[S:25][C:8]2[N:9]=[CH:10][N:11]=[C:12]([NH:13][C:14]3[C:15]([O:20][CH2:21][CH:22]([F:24])[CH3:23])=[N:16][CH:17]=[CH:18][CH:19]=3)[C:7]=2[C:6]=1[CH3:26])=[O:4].[OH-].[Li+].Cl. (8) Given the product [Cl:1][C:2]1[CH:28]=[C:27]([Cl:29])[CH:26]=[CH:25][C:3]=1[O:4][CH2:5][CH2:6][O:7][C:8]1[CH:13]=[C:12]([CH2:14][CH:15]([O:21][CH:22]([CH3:24])[CH3:23])[C:16]([OH:18])=[O:17])[CH:11]=[CH:10][N:9]=1, predict the reactants needed to synthesize it. The reactants are: [Cl:1][C:2]1[CH:28]=[C:27]([Cl:29])[CH:26]=[CH:25][C:3]=1[O:4][CH2:5][CH2:6][O:7][C:8]1[CH:13]=[C:12]([CH2:14][CH:15]([O:21][CH:22]([CH3:24])[CH3:23])[C:16]([O:18]CC)=[O:17])[CH:11]=[CH:10][N:9]=1.[OH-].[Na+].Cl. (9) Given the product [NH2:7][CH2:8][C:9]1([CH3:43])[CH2:13][CH2:12][N:11]([C:14]2[CH:15]=[C:16]([C:20]3[N:21]=[C:22]4[C:28]([C:29](=[O:34])[C:30]([CH3:32])([CH3:31])[CH3:33])=[CH:27][NH:26][C:23]4=[N:24][CH:25]=3)[CH:17]=[CH:18][CH:19]=2)[CH2:10]1, predict the reactants needed to synthesize it. The reactants are: C(OC(=O)[NH:7][CH2:8][C:9]1([CH3:43])[CH2:13][CH2:12][N:11]([C:14]2[CH:19]=[CH:18][CH:17]=[C:16]([C:20]3[N:21]=[C:22]4[C:28]([C:29](=[O:34])[C:30]([CH3:33])([CH3:32])[CH3:31])=[CH:27][N:26](COCC[Si](C)(C)C)[C:23]4=[N:24][CH:25]=3)[CH:15]=2)[CH2:10]1)(C)(C)C.C(Cl)(=O)C. (10) Given the product [CH3:36][C:37]1[CH:42]=[C:41]([CH3:43])[CH:40]=[CH:39][C:38]=1[CH:44]([C:46]1[CH:51]=[CH:50][CH:49]=[CH:48][CH:47]=1)[NH:45][C:9](=[O:11])[CH2:8][C:5]1[CH:4]=[CH:3][C:2]([OH:1])=[CH:7][CH:6]=1, predict the reactants needed to synthesize it. The reactants are: [OH:1][C:2]1[CH:7]=[CH:6][C:5]([CH2:8][C:9]([OH:11])=O)=[CH:4][CH:3]=1.CN(C(ON1N=NC2C=CC=NC1=2)=[N+](C)C)C.F[P-](F)(F)(F)(F)F.[CH3:36][C:37]1[CH:42]=[C:41]([CH3:43])[CH:40]=[CH:39][C:38]=1[CH:44]([C:46]1[CH:51]=[CH:50][CH:49]=[CH:48][CH:47]=1)[NH2:45].CN1CCOCC1.